Dataset: NCI-60 drug combinations with 297,098 pairs across 59 cell lines. Task: Regression. Given two drug SMILES strings and cell line genomic features, predict the synergy score measuring deviation from expected non-interaction effect. Drug 2: C1CN(P(=O)(OC1)NCCCl)CCCl. Cell line: PC-3. Drug 1: CN(C)N=NC1=C(NC=N1)C(=O)N. Synergy scores: CSS=0.641, Synergy_ZIP=-0.646, Synergy_Bliss=-2.57, Synergy_Loewe=-5.98, Synergy_HSA=-4.44.